Dataset: Forward reaction prediction with 1.9M reactions from USPTO patents (1976-2016). Task: Predict the product of the given reaction. (1) The product is: [CH3:12][C:13]1[S:14][C:15]2[CH:21]=[CH:20][C:19]([O:22][CH2:23][C@H:24]([OH:32])[CH2:25][N:26]3[CH2:27][CH2:28][N:29]([CH2:2][CH2:3][O:4][C:5]4[CH:10]=[CH:9][CH:8]=[CH:7][C:6]=4[CH3:11])[CH2:30][CH2:31]3)=[CH:18][C:16]=2[N:17]=1. Given the reactants Br[CH2:2][CH2:3][O:4][C:5]1[CH:10]=[CH:9][CH:8]=[CH:7][C:6]=1[CH3:11].[CH3:12][C:13]1[S:14][C:15]2[CH:21]=[CH:20][C:19]([O:22][CH2:23][C@H:24]([OH:32])[CH2:25][N:26]3[CH2:31][CH2:30][NH:29][CH2:28][CH2:27]3)=[CH:18][C:16]=2[N:17]=1.CCN(C(C)C)C(C)C, predict the reaction product. (2) The product is: [CH:13]1([N:10]2[CH2:9][C:8]3([CH2:19][CH2:18]3)[C:7](=[O:20])[N:6]([CH3:21])[C:5]3[CH:4]=[N:3][C:2]([NH:22][C:23]4[C:39]([F:40])=[CH:38][C:26]([C:27]([NH:29][CH:30]5[CH2:35][CH2:34][N:33]([CH2:36][CH3:37])[CH2:32][CH2:31]5)=[O:28])=[C:25]([F:41])[CH:24]=4)=[N:12][C:11]2=3)[CH2:17][CH2:16][CH2:15][CH2:14]1. Given the reactants Cl[C:2]1[N:3]=[CH:4][C:5]2[N:6]([CH3:21])[C:7](=[O:20])[C:8]3([CH2:19][CH2:18]3)[CH2:9][N:10]([CH:13]3[CH2:17][CH2:16][CH2:15][CH2:14]3)[C:11]=2[N:12]=1.[NH2:22][C:23]1[C:39]([F:40])=[CH:38][C:26]([C:27]([NH:29][CH:30]2[CH2:35][CH2:34][N:33]([CH2:36][CH3:37])[CH2:32][CH2:31]2)=[O:28])=[C:25]([F:41])[CH:24]=1.C(=O)([O-])[O-].[Cs+].[Cs+].CC1(C)C2C(=C(P(C3C=CC=CC=3)C3C=CC=CC=3)C=CC=2)OC2C(P(C3C=CC=CC=3)C3C=CC=CC=3)=CC=CC1=2, predict the reaction product. (3) Given the reactants [Cl:1][C:2]1[CH:7]=[CH:6][C:5](B2OC(C)(C)C(C)(C)O2)=[C:4]([F:17])[C:3]=1[F:18].[O-]P([O-])([O-])=O.[K+].[K+].[K+].I[C:28]1[CH:33]=[CH:32][N:31]([CH2:34][CH2:35][C@@:36]([CH3:46])([S:42]([CH3:45])(=[O:44])=[O:43])[C:37]([O:39]CC)=[O:38])[C:30](=[O:47])[CH:29]=1.C(Cl)Cl.[Li+].[OH-].[OH-].[Na+], predict the reaction product. The product is: [Cl:1][C:2]1[CH:7]=[CH:6][C:5]([C:28]2[CH:33]=[CH:32][N:31]([CH2:34][CH2:35][C@@:36]([CH3:46])([S:42]([CH3:45])(=[O:43])=[O:44])[C:37]([OH:39])=[O:38])[C:30](=[O:47])[CH:29]=2)=[C:4]([F:17])[C:3]=1[F:18]. (4) The product is: [Br:33][C:10]1[C:9]([OH:8])=[CH:31][C:13]([O:14][C:15]2[N:19]([CH3:20])[N:18]=[C:17]([CH:21]3[CH2:22][CH2:23]3)[C:16]=2/[CH:24]=[CH:25]/[C:26]([O:28][CH2:29][CH3:30])=[O:27])=[C:12]([CH3:32])[CH:11]=1. Given the reactants C([O:8][C:9]1[C:10]([Br:33])=[CH:11][C:12]([CH3:32])=[C:13]([CH:31]=1)[O:14][C:15]1[N:19]([CH3:20])[N:18]=[C:17]([CH:21]2[CH2:23][CH2:22]2)[C:16]=1/[CH:24]=[CH:25]/[C:26]([O:28][CH2:29][CH3:30])=[O:27])C1C=CC=CC=1, predict the reaction product. (5) Given the reactants [NH2:1][C:2]1[C:15]2[C:6](=[CH:7][C:8]3[C:9]4[C:14]=2[C:13](=[O:16])[N:12]([CH2:17][CH2:18][N:19]([CH3:21])[CH3:20])[C:11](=[O:22])[C:10]=4[CH:23]=[CH:24][CH:25]=3)[CH:5]=[CH:4][CH:3]=1.C(N(CC)CC)C.Cl[C:34]([O:36][CH2:37][CH2:38][CH2:39][CH3:40])=[O:35], predict the reaction product. The product is: [CH3:21][N:19]([CH3:20])[CH2:18][CH2:17][N:12]1[C:11](=[O:22])[C:10]2[CH:23]=[CH:24][CH:25]=[C:8]3[C:9]=2[C:14](=[C:15]2[C:2]([NH:1][C:34](=[O:35])[O:36][CH2:37][CH2:38][CH2:39][CH3:40])=[CH:3][CH:4]=[CH:5][C:6]2=[CH:7]3)[C:13]1=[O:16]. (6) The product is: [C:2]([C:7]1[O:11][C:10]([CH2:12][N:13]2[CH:17]=[CH:16][C:15]([NH:18][C:29](=[O:30])/[CH:28]=[CH:27]/[C:23]3[CH:24]=[CH:25][CH:26]=[C:21]([C:20]([F:32])([F:33])[F:19])[CH:22]=3)=[N:14]2)=[CH:9][CH:8]=1)(=[O:6])[CH3:1]. Given the reactants [CH3:1][C:2]1([C:7]2[O:11][C:10]([CH2:12][N:13]3[CH:17]=[CH:16][C:15]([NH2:18])=[N:14]3)=[CH:9][CH:8]=2)[O:6]CCO1.[F:19][C:20]([F:33])([F:32])[C:21]1[CH:22]=[C:23](/[CH:27]=[CH:28]/[C:29](O)=[O:30])[CH:24]=[CH:25][CH:26]=1, predict the reaction product. (7) Given the reactants [F:1][C:2]1[CH:11]=[C:10]2[C:5]([CH:6]=[CH:7][CH:8]=[N:9]2)=[CH:4][C:3]=1[C:12]([C:15]1[N:19]2[N:20]=[C:21]([C:24](=O)[CH3:25])[CH:22]=[CH:23][C:18]2=[N:17][CH:16]=1)([OH:14])[CH3:13].Cl.[NH2:28][NH:29][C:30]([NH2:32])=[O:31].C(N(CC)CC)C, predict the reaction product. The product is: [F:1][C:2]1[CH:11]=[C:10]2[C:5]([CH:6]=[CH:7][CH:8]=[N:9]2)=[CH:4][C:3]=1[C:12]([C:15]1[N:19]2[N:20]=[C:21](/[C:24](=[N:28]/[NH:29][C:30]([NH2:32])=[O:31])/[CH3:25])[CH:22]=[CH:23][C:18]2=[N:17][CH:16]=1)([OH:14])[CH3:13].